From a dataset of Forward reaction prediction with 1.9M reactions from USPTO patents (1976-2016). Predict the product of the given reaction. (1) Given the reactants [NH:1]1[C:9]2[C:4](=[CH:5][CH:6]=[CH:7][CH:8]=2)[C:3]2([C:13]3=[CH:14][C:15]4[O:19][CH2:18][O:17][C:16]=4[CH:20]=[C:12]3[O:11][CH2:10]2)[C:2]1=[O:21].[CH3:22][C:23]1(C)COC2=CC3O[CH2:22][C:23]4(C=3[CH:43]=[C:24]12)[C:24]1C(=CC=C[CH:43]=1)NC4=O.BrCCCC.BrCC1OC(C(F)(F)F)=CC=1, predict the reaction product. The product is: [CH2:22]([N:1]1[C:9]2[C:4](=[CH:5][CH:6]=[CH:7][CH:8]=2)[C:3]2([C:13]3=[CH:14][C:15]4[O:19][CH2:18][O:17][C:16]=4[CH:20]=[C:12]3[O:11][CH2:10]2)[C:2]1=[O:21])[CH2:23][CH2:24][CH3:43]. (2) Given the reactants [C:1]([O:5][C:6]([N:8]1[CH2:13][CH2:12][CH:11]([OH:14])[CH2:10][CH2:9]1)=[O:7])([CH3:4])([CH3:3])[CH3:2].[CH3:15][C:16]1[CH:21]=[C:20]([N+:22]([O-:24])=[O:23])[CH:19]=[C:18]([CH3:25])[C:17]=1O.C1(P(C2C=CC=CC=2)C2C=CC=CC=2)C=CC=CC=1.N(C(OCC)=O)=NC(OCC)=O, predict the reaction product. The product is: [C:1]([O:5][C:6]([N:8]1[CH2:13][CH2:12][CH:11]([O:14][C:17]2[C:18]([CH3:25])=[CH:19][C:20]([N+:22]([O-:24])=[O:23])=[CH:21][C:16]=2[CH3:15])[CH2:10][CH2:9]1)=[O:7])([CH3:4])([CH3:2])[CH3:3]. (3) Given the reactants [NH2:1][C:2]1[CH:7]=[CH:6][C:5]([C:8]([C:10]2[CH:19]=[CH:18][CH:17]=[CH:16][C:11]=2[C:12]([O:14][CH3:15])=[O:13])=[O:9])=[CH:4][C:3]=1N(C(OC(C)(C)C)=O)C.FC(F)(F)[C:31]([OH:33])=[O:32].[C:36](=O)(O)[O-].[Na+].Cl.CN(C)CC[CH2:46][N:47]=[C:48]=[N:49]CC, predict the reaction product. The product is: [CH3:46][N:47]1[C:3]2[CH:4]=[C:5]([C:8]([C:10]3[CH:19]=[CH:18][CH:17]=[CH:16][C:11]=3[C:12]([O:14][CH3:15])=[O:13])=[O:9])[CH:6]=[CH:7][C:2]=2[N:1]=[C:48]1[NH:49][C:31]([O:33][CH3:36])=[O:32]. (4) Given the reactants [C:1]([C:3]1[S:4][C:5]2[C:11]([C:12]#[N:13])=[C:10](/[N:14]=[CH:15]/[N:16](C)C)[CH:9]=[CH:8][C:6]=2[N:7]=1)#[N:2].[Cl:19][C:20]1[CH:21]=[C:22]([CH:24]=[CH:25][CH:26]=1)N.[K+].[Br-], predict the reaction product. The product is: [Cl:19][C:20]1[CH:26]=[C:25]([NH:13][C:12]2[C:11]3[C:10](=[CH:9][CH:8]=[C:6]4[N:7]=[C:3]([C:1]#[N:2])[S:4][C:5]4=3)[N:14]=[CH:15][N:16]=2)[CH:24]=[CH:22][CH:21]=1. (5) Given the reactants [CH:1](=[N:8]/[C:9]1[CH:14]=[CH:13][CH:12]=[CH:11][CH:10]=1)\[C:2]1[CH:7]=[CH:6][CH:5]=[CH:4][CH:3]=1.CC1C=CC(S([CH2:25][N+:26]#[C-:27])(=O)=O)=CC=1.C(O[Na])(C)(C)C, predict the reaction product. The product is: [C:9]1([N:8]2[C:1]([C:2]3[CH:7]=[CH:6][CH:5]=[CH:4][CH:3]=3)=[CH:27][N:26]=[CH:25]2)[CH:14]=[CH:13][CH:12]=[CH:11][CH:10]=1. (6) Given the reactants [CH3:1][C:2]([CH3:5])([O-])[CH3:3].[K+].[Br-].C([P+](C1C=CC=CC=1)(C1C=CC=CC=1)C1C=CC=CC=1)C(C)C.[CH:31]([C@H:33]1[CH2:38][CH2:37][C@H:36]([NH:39][C:40](=[O:46])[O:41][C:42]([CH3:45])([CH3:44])[CH3:43])[CH2:35][CH2:34]1)=O.[Cl-].[NH4+], predict the reaction product. The product is: [CH3:1][CH:2]([CH3:5])/[CH:3]=[CH:31]\[C@H:33]1[CH2:38][CH2:37][C@H:36]([NH:39][C:40](=[O:46])[O:41][C:42]([CH3:45])([CH3:44])[CH3:43])[CH2:35][CH2:34]1. (7) The product is: [C:1]([O:5][C:6]([NH:8][CH2:9][CH2:10][C:11]1[CH:16]=[CH:15][C:14]([CH:17]([CH3:19])[CH3:18])=[CH:13][C:12]=1[N:20]([CH2:36][CH3:37])[S:21]([CH2:24][C:25]([O:27][CH2:28][CH3:29])=[O:26])(=[O:23])=[O:22])=[O:7])([CH3:2])([CH3:3])[CH3:4]. Given the reactants [C:1]([O:5][C:6]([NH:8][CH2:9][CH2:10][C:11]1[CH:16]=[CH:15][C:14]([CH:17]([CH3:19])[CH3:18])=[CH:13][C:12]=1[NH:20][S:21]([CH2:24][C:25]([O:27][CH2:28][CH3:29])=[O:26])(=[O:23])=[O:22])=[O:7])([CH3:4])([CH3:3])[CH3:2].C(=O)([O-])[O-].[K+].[K+].[CH2:36](I)[CH3:37].O, predict the reaction product. (8) Given the reactants [CH:1]1([NH:4][CH2:5][CH2:6][CH2:7][OH:8])[CH2:3][CH2:2]1.CCN(C(C)C)C(C)C.[Cl:18][C:19]1[N:24]=[C:23](Cl)[CH:22]=[C:21]([Cl:26])[N:20]=1.CCOC(C)=O, predict the reaction product. The product is: [CH:1]1([N:4]([C:23]2[CH:22]=[C:21]([Cl:26])[N:20]=[C:19]([Cl:18])[N:24]=2)[CH2:5][CH2:6][CH2:7][OH:8])[CH2:3][CH2:2]1.